This data is from Catalyst prediction with 721,799 reactions and 888 catalyst types from USPTO. The task is: Predict which catalyst facilitates the given reaction. (1) Reactant: Cl.[F:2][C:3]1[CH:8]=[CH:7][C:6]([CH:9]([OH:23])[CH:10]([NH2:22])[CH2:11][C:12]2[CH:17]=[CH:16][C:15]([C:18]([F:21])([F:20])[F:19])=[CH:14][CH:13]=2)=[CH:5][CH:4]=1.[Cl:24][C:25]1[C:33]([Cl:34])=[CH:32][CH:31]=[CH:30][C:26]=1[C:27](Cl)=[O:28].C(=O)([O-])O.[Na+]. Product: [Cl:24][C:25]1[C:33]([Cl:34])=[CH:32][CH:31]=[CH:30][C:26]=1[C:27]([NH:22][CH:10]([CH2:11][C:12]1[CH:17]=[CH:16][C:15]([C:18]([F:21])([F:20])[F:19])=[CH:14][CH:13]=1)[CH:9]([C:6]1[CH:5]=[CH:4][C:3]([F:2])=[CH:8][CH:7]=1)[OH:23])=[O:28]. The catalyst class is: 84. (2) Reactant: [C:1]([C:5]1[CH:10]=[CH:9][C:8]([OH:11])=[CH:7][CH:6]=1)([CH3:4])([CH3:3])[CH3:2].[H-].[Na+].[CH3:14][N:15]([CH2:17][CH2:18]Br)[CH3:16]. Product: [C:1]([C:5]1[CH:6]=[CH:7][C:8]([O:11][CH2:18][CH2:17][N:15]([CH3:16])[CH3:14])=[CH:9][CH:10]=1)([CH3:4])([CH3:2])[CH3:3]. The catalyst class is: 3. (3) Reactant: [CH3:1][N:2]1[CH:7]=[C:6]([C:8]2[CH:13]=[C:12]([S:14]([CH3:17])(=[O:16])=[O:15])[CH:11]=[CH:10][C:9]=2[NH:18][CH:19]2[CH2:24][CH2:23][NH:22][CH2:21][CH2:20]2)[C:5]2[CH:25]=[CH:26][NH:27][C:4]=2[C:3]1=[O:28].CN1CCOCC1.[C:36]1([S:42](Cl)(=[O:44])=[O:43])[CH:41]=[CH:40][CH:39]=[CH:38][CH:37]=1.[Cl-].[Na+]. Product: [CH3:1][N:2]1[CH:7]=[C:6]([C:8]2[CH:13]=[C:12]([S:14]([CH3:17])(=[O:15])=[O:16])[CH:11]=[CH:10][C:9]=2[NH:18][CH:19]2[CH2:20][CH2:21][N:22]([S:42]([C:36]3[CH:41]=[CH:40][CH:39]=[CH:38][CH:37]=3)(=[O:44])=[O:43])[CH2:23][CH2:24]2)[C:5]2[CH:25]=[CH:26][NH:27][C:4]=2[C:3]1=[O:28]. The catalyst class is: 9.